This data is from NCI-60 drug combinations with 297,098 pairs across 59 cell lines. The task is: Regression. Given two drug SMILES strings and cell line genomic features, predict the synergy score measuring deviation from expected non-interaction effect. (1) Drug 1: C1CCC(CC1)NC(=O)N(CCCl)N=O. Drug 2: C1=CC(=CC=C1C#N)C(C2=CC=C(C=C2)C#N)N3C=NC=N3. Cell line: UO-31. Synergy scores: CSS=6.83, Synergy_ZIP=-4.16, Synergy_Bliss=-3.25, Synergy_Loewe=-0.757, Synergy_HSA=-0.564. (2) Drug 1: CC1=C(C(=CC=C1)Cl)NC(=O)C2=CN=C(S2)NC3=CC(=NC(=N3)C)N4CCN(CC4)CCO. Drug 2: CCCCC(=O)OCC(=O)C1(CC(C2=C(C1)C(=C3C(=C2O)C(=O)C4=C(C3=O)C=CC=C4OC)O)OC5CC(C(C(O5)C)O)NC(=O)C(F)(F)F)O. Cell line: ACHN. Synergy scores: CSS=55.5, Synergy_ZIP=2.89, Synergy_Bliss=7.42, Synergy_Loewe=-6.43, Synergy_HSA=6.50. (3) Drug 1: C1CCC(C1)C(CC#N)N2C=C(C=N2)C3=C4C=CNC4=NC=N3. Drug 2: C(CCl)NC(=O)N(CCCl)N=O. Cell line: NCI/ADR-RES. Synergy scores: CSS=4.37, Synergy_ZIP=1.90, Synergy_Bliss=3.89, Synergy_Loewe=1.33, Synergy_HSA=1.31. (4) Drug 1: CN(CC1=CN=C2C(=N1)C(=NC(=N2)N)N)C3=CC=C(C=C3)C(=O)NC(CCC(=O)O)C(=O)O. Drug 2: CC1=C(C=C(C=C1)C(=O)NC2=CC(=CC(=C2)C(F)(F)F)N3C=C(N=C3)C)NC4=NC=CC(=N4)C5=CN=CC=C5. Cell line: HL-60(TB). Synergy scores: CSS=40.9, Synergy_ZIP=2.26, Synergy_Bliss=-0.311, Synergy_Loewe=-34.5, Synergy_HSA=-1.21. (5) Drug 1: CCCS(=O)(=O)NC1=C(C(=C(C=C1)F)C(=O)C2=CNC3=C2C=C(C=N3)C4=CC=C(C=C4)Cl)F. Drug 2: C1CN1P(=S)(N2CC2)N3CC3. Cell line: IGROV1. Synergy scores: CSS=11.2, Synergy_ZIP=-4.09, Synergy_Bliss=0.406, Synergy_Loewe=-0.623, Synergy_HSA=0.641.